From a dataset of Full USPTO retrosynthesis dataset with 1.9M reactions from patents (1976-2016). Predict the reactants needed to synthesize the given product. (1) Given the product [Cl:7][C:8]1[CH:9]=[C:10]([CH:29]=[CH:30][C:31]=1[O:32][CH2:33][C:34]1[CH:39]=[CH:38][CH:37]=[CH:36][N:52]=1)[NH:11][C:12]1[C:21]2[C:16](=[CH:17][CH:18]=[CH:19][C:20]=2[O:22][CH:23]2[CH2:24][CH2:25][N:42]([CH3:47])[CH2:27][CH2:28]2)[N:15]=[CH:14][N:13]=1, predict the reactants needed to synthesize it. The reactants are: C(=O)([O-])[O-].[K+].[K+].[Cl:7][C:8]1[CH:9]=[C:10]([CH:29]=[CH:30][C:31]=1[O:32][CH2:33][C:34]1[CH:39]=[CH:38][CH:37]=[C:36](F)C=1)[NH:11][C:12]1[C:21]2[C:16](=[CH:17][CH:18]=[CH:19][C:20]=2[O:22][CH:23]2[CH2:28][CH2:27]O[CH2:25][CH2:24]2)[N:15]=[CH:14][N:13]=1.Cl.[N:42]1[CH:47]=CC=CC=1CCl.C(#[N:52])C. (2) Given the product [F:1][C:2]1[CH:3]=[C:4]([C:8]2[C@:9]3([CH2:25][CH2:24][C@H:23]4[C@@H:14]([CH2:15][CH2:16][C:17]5[CH:18]=[C:19]([CH2:26][CH2:27][C:28]([OH:30])=[O:29])[CH:20]=[CH:21][C:22]=54)[C@@H:11]3[CH2:12][CH:13]=2)[CH3:10])[CH:5]=[N:6][CH:7]=1, predict the reactants needed to synthesize it. The reactants are: [F:1][C:2]1[CH:3]=[C:4]([C:8]2[C@:9]3([CH2:25][CH2:24][C@H:23]4[C@@H:14]([CH2:15][CH2:16][C:17]5[CH:18]=[C:19]([CH2:26][CH2:27][C:28]([O:30]CC)=[O:29])[CH:20]=[CH:21][C:22]=54)[C@@H:11]3[CH2:12][CH:13]=2)[CH3:10])[CH:5]=[N:6][CH:7]=1.C1COCC1.[OH-].[Na+].C(O)(=O)CC(CC(O)=O)(C(O)=O)O. (3) Given the product [Br:1][C:2]1[CH:3]=[CH:4][C:5]([CH2:8][CH2:9][C:10]([N:16]([CH:13]([CH3:15])[CH3:14])[NH:17][C:18](=[O:25])[C:19]2[CH:24]=[CH:23][CH:22]=[CH:21][CH:20]=2)=[O:12])=[CH:6][CH:7]=1, predict the reactants needed to synthesize it. The reactants are: [Br:1][C:2]1[CH:7]=[CH:6][C:5]([CH2:8][CH2:9][C:10]([OH:12])=O)=[CH:4][CH:3]=1.[CH:13]([NH:16][NH:17][C:18](=[O:25])[C:19]1[CH:24]=[CH:23][CH:22]=[CH:21][CH:20]=1)([CH3:15])[CH3:14].C(N(CC)CC)C.C1C=CC2N(O)N=NC=2C=1.CCN=C=NCCCN(C)C. (4) Given the product [CH3:13][N:14]1[CH:18]=[CH:17][C:16]([NH:19][C:20]2[C:29]3[C:24](=[CH:25][CH:26]=[C:27]([O:30][C:2]4[CH:7]=[N:6][C:5]([N+:8]([O-:10])=[O:9])=[CH:4][CH:3]=4)[CH:28]=3)[N:23]=[CH:22][N:21]=2)=[N:15]1, predict the reactants needed to synthesize it. The reactants are: Br[C:2]1[CH:3]=[CH:4][C:5]([N+:8]([O-:10])=[O:9])=[N:6][CH:7]=1.[H-].[Na+].[CH3:13][N:14]1[CH:18]=[CH:17][C:16]([NH:19][C:20]2[C:29]3[C:24](=[CH:25][CH:26]=[C:27]([OH:30])[CH:28]=3)[N:23]=[CH:22][N:21]=2)=[N:15]1. (5) Given the product [NH:20]1[C:21]2[C:26](=[CH:25][CH:24]=[CH:23][CH:22]=2)[C:18]([CH2:17][CH2:16][N:15]2[C:33](=[O:34])[C:31]([OH:32])=[C:30]([C:28](=[O:29])[CH3:27])[CH:1]2[C:3]2[CH:12]=[CH:11][C:6]([C:7]([O:9][CH3:10])=[O:8])=[C:5]([O:13][CH3:14])[CH:4]=2)=[CH:19]1, predict the reactants needed to synthesize it. The reactants are: [CH:1]([C:3]1[CH:12]=[CH:11][C:6]([C:7]([O:9][CH3:10])=[O:8])=[C:5]([O:13][CH3:14])[CH:4]=1)=O.[NH2:15][CH2:16][CH2:17][C:18]1[C:26]2[C:21](=[CH:22][CH:23]=[CH:24][CH:25]=2)[NH:20][CH:19]=1.[CH3:27][C:28]([CH2:30][C:31]([C:33](OC)=[O:34])=[O:32])=[O:29]. (6) Given the product [F:10][C:9]1[CH:8]=[C:7]([O:11][CH2:16][C:17]2[N:18]=[CH:19][S:20][CH:21]=2)[CH:6]=[C:5]([F:12])[C:4]=1[C:3]([N:30]1[CH2:31][CH2:32][CH2:33][C@H:29]1[CH2:28][N:24]1[CH2:25][CH2:26][CH2:27][C@H:23]1[CH3:22])=[O:13], predict the reactants needed to synthesize it. The reactants are: CO[C:3](=[O:13])[C:4]1[C:9]([F:10])=[CH:8][C:7]([OH:11])=[CH:6][C:5]=1[F:12].Cl.Cl[CH2:16][C:17]1[N:18]=[CH:19][S:20][CH:21]=1.[CH3:22][C@@H:23]1[CH2:27][CH2:26][CH2:25][N:24]1[CH2:28][C@@H:29]1[CH2:33][CH2:32][CH2:31][NH:30]1. (7) Given the product [CH:11]1([N:10]2[C:4]3[CH:3]=[C:2]([N:24]=[C:23]([C:17]4[CH:22]=[CH:21][CH:20]=[CH:19][CH:18]=4)[C:25]4[CH:30]=[CH:29][CH:28]=[CH:27][CH:26]=4)[N:7]=[CH:6][C:5]=3[C:8]([CH3:16])([CH3:15])[C:9]2=[O:14])[CH2:13][CH2:12]1, predict the reactants needed to synthesize it. The reactants are: Cl[C:2]1[N:7]=[CH:6][C:5]2[C:8]([CH3:16])([CH3:15])[C:9](=[O:14])[N:10]([CH:11]3[CH2:13][CH2:12]3)[C:4]=2[CH:3]=1.[C:17]1([C:23]([C:25]2[CH:30]=[CH:29][CH:28]=[CH:27][CH:26]=2)=[NH:24])[CH:22]=[CH:21][CH:20]=[CH:19][CH:18]=1.CC(C)([O-])C.[Na+].C1C=CC(P(C2C(C3C(P(C4C=CC=CC=4)C4C=CC=CC=4)=CC=C4C=3C=CC=C4)=C3C(C=CC=C3)=CC=2)C2C=CC=CC=2)=CC=1.